Task: Regression. Given two drug SMILES strings and cell line genomic features, predict the synergy score measuring deviation from expected non-interaction effect.. Dataset: NCI-60 drug combinations with 297,098 pairs across 59 cell lines (1) Drug 1: CC1=C(C(=CC=C1)Cl)NC(=O)C2=CN=C(S2)NC3=CC(=NC(=N3)C)N4CCN(CC4)CCO. Drug 2: CC1C(C(CC(O1)OC2CC(OC(C2O)C)OC3=CC4=CC5=C(C(=O)C(C(C5)C(C(=O)C(C(C)O)O)OC)OC6CC(C(C(O6)C)O)OC7CC(C(C(O7)C)O)OC8CC(C(C(O8)C)O)(C)O)C(=C4C(=C3C)O)O)O)O. Cell line: A498. Synergy scores: CSS=63.7, Synergy_ZIP=0.633, Synergy_Bliss=2.53, Synergy_Loewe=-3.58, Synergy_HSA=2.63. (2) Drug 1: CN1C(=O)N2C=NC(=C2N=N1)C(=O)N. Drug 2: CCC1(CC2CC(C3=C(CCN(C2)C1)C4=CC=CC=C4N3)(C5=C(C=C6C(=C5)C78CCN9C7C(C=CC9)(C(C(C8N6C)(C(=O)OC)O)OC(=O)C)CC)OC)C(=O)OC)O.OS(=O)(=O)O. Cell line: HCC-2998. Synergy scores: CSS=-6.70, Synergy_ZIP=0.875, Synergy_Bliss=-2.71, Synergy_Loewe=-5.97, Synergy_HSA=-6.63. (3) Drug 1: COC1=CC(=CC(=C1O)OC)C2C3C(COC3=O)C(C4=CC5=C(C=C24)OCO5)OC6C(C(C7C(O6)COC(O7)C8=CC=CS8)O)O. Drug 2: B(C(CC(C)C)NC(=O)C(CC1=CC=CC=C1)NC(=O)C2=NC=CN=C2)(O)O. Cell line: MALME-3M. Synergy scores: CSS=29.6, Synergy_ZIP=-9.02, Synergy_Bliss=-5.35, Synergy_Loewe=-3.64, Synergy_HSA=-3.60. (4) Drug 1: C1=CN(C(=O)N=C1N)C2C(C(C(O2)CO)O)O.Cl. Drug 2: C1=NC2=C(N=C(N=C2N1C3C(C(C(O3)CO)O)O)F)N. Cell line: MDA-MB-231. Synergy scores: CSS=30.6, Synergy_ZIP=-3.66, Synergy_Bliss=-2.92, Synergy_Loewe=-3.84, Synergy_HSA=1.99.